This data is from Full USPTO retrosynthesis dataset with 1.9M reactions from patents (1976-2016). The task is: Predict the reactants needed to synthesize the given product. (1) Given the product [N:30]1([CH2:63][CH2:62][CH2:61][C:60]#[C:59][C:46]2[C:38]3[N:39]=[C:40]([CH2:42][CH2:43][CH2:44][CH3:45])[N:41]=[C:36]([NH2:35])[C:37]=3[N:48]([CH2:49][O:50][CH2:51][C:52]3[CH:57]=[CH:56][CH:55]=[CH:54][CH:53]=3)[C:47]=2[CH3:58])[CH2:32][CH2:33][CH2:34]1, predict the reactants needed to synthesize it. The reactants are: C(OCN1C2C(N)=NC(CCCC)=NC=2C(C#CCCCC[N:30]2[CH2:34][CH2:33][CH2:32]C2)=C1)C1C=CC=CC=1.[NH2:35][C:36]1[C:37]2[N:48]([CH2:49][O:50][CH2:51][C:52]3[CH:57]=[CH:56][CH:55]=[CH:54][CH:53]=3)[C:47]([CH3:58])=[C:46]([C:59]#[C:60][CH2:61][CH2:62][CH:63]=O)[C:38]=2[N:39]=[C:40]([CH2:42][CH2:43][CH2:44][CH3:45])[N:41]=1.N1CCC1. (2) Given the product [CH3:1][O:2][C:3]1[CH:8]=[C:7]([O:9][CH3:10])[CH:6]=[CH:5][C:4]=1[C:11]([N:13]1[CH2:20][CH:19]2[CH2:18][N:17]([C:22]3[S:23][C:24]4[CH:30]=[C:29]([CH3:31])[CH:28]=[CH:27][C:25]=4[N:26]=3)[CH2:16][CH:15]2[CH2:14]1)=[O:12], predict the reactants needed to synthesize it. The reactants are: [CH3:1][O:2][C:3]1[CH:8]=[C:7]([O:9][CH3:10])[CH:6]=[CH:5][C:4]=1[C:11]([N:13]1[CH2:20][CH:19]2[CH:15]([CH2:16][NH:17][CH2:18]2)[CH2:14]1)=[O:12].Cl[C:22]1[S:23][C:24]2[CH:30]=[C:29]([CH3:31])[CH:28]=[CH:27][C:25]=2[N:26]=1.